From a dataset of Drug-target binding data from BindingDB using IC50 measurements. Regression. Given a target protein amino acid sequence and a drug SMILES string, predict the binding affinity score between them. We predict pIC50 (pIC50 = -log10(IC50 in M); higher means more potent). Dataset: bindingdb_ic50. (1) The small molecule is C[C@]12CC[C@H]3[C@@H](CN=C4CC(=O)CC[C@@]43C)[C@@H]1CC[C@@H]2C1=N[C@H](c2ccccc2)[C@@H](c2ccccc2)O1. The target protein (P9WQP7) has sequence MLRRMGDASLTTELGRVLVTGGAGFVGANLVTTLLDRGHWVRSFDRAPSLLPAHPQLEVLQGDITDADVCAAAVDGIDTIFHTAAIIELMGGASVTDEYRQRSFAVNVGGTENLLHAGQRAGVQRFVYTSSNSVVMGGQNIAGGDETLPYTDRFNDLYTETKVVAERFVLAQNGVDGMLTCAIRPSGIWGNGDQTMFRKLFESVLKGHVKVLVGRKSARLDNSYVHNLIHGFILAAAHLVPDGTAPGQAYFINDAEPINMFEFARPVLEACGQRWPKMRISGPAVRWVMTGWQRLHFRFGFPAPLLEPLAVERLYLDNYFSIAKARRDLGYEPLFTTQQALTECLPYYVSLFEQMKNEARAEKTAATVKP. The pIC50 is 5.0. (2) The drug is CC(=O)N[C@@H]1[C@@H](N=C(N)N)C=C(C(=O)O)O[C@H]1[C@H](O)[C@H](O)CO. The target protein sequence is MNPNQKIITIGSICMVIGMVSLMLQIGNMISIWLSHSIQTGNQHQAESISNNNLLTENAVASVTLAGNSSLCPIRGWAVHSKDNSIRIGSKGDVFVIREPFISCSHLECRTFFLTQGALLNDKHSNGTVKDRSPHRTLMSCPVGEAPSPYNSRFESVAWSASACHDGISWLTIGISGPDNGAVAVLKYNGIITDTIKSWRNNILRTQESECACVNGSCFTVMTDGPSNGQASYKIFKMEKGKVVKSVELDAPNYHYEECSCYPDAGEITCVCRDNWHGSNRPWVSFNQNLEYQIGYICSGVFGDNPRPNDGTGSCGPMSPNGAYGVKGFSFKYGNGVWIGRTKSTNSRSGFEMIWDPNGWTGTDSSFSVKQDIVAITDWSGYSGSFVQHPELTGLDCIRPCFWVELIRGRPKESTIWTSGSSISFCGVNGDTVSWSWPDGAELPFIIDK. The pIC50 is 9.1.